From a dataset of Reaction yield outcomes from USPTO patents with 853,638 reactions. Predict the reaction yield, written as a fraction of the theoretical maximum amount of product (1.0 means a 100% yield; for example, 0.34 means a 34% yield). (1) The reactants are [Na].[F:2][C:3]1[CH:4]=[C:5]([CH:8]=[CH:9][C:10]=1[CH3:11])[CH:6]=O.[CH2:12]([O:14][C:15](=[O:20])[CH2:16][N:17]=[N+:18]=[N-:19])[CH3:13].[Cl-].[NH4+]. The catalyst is C(O)C.O.C(OCC)(=O)C. The product is [CH2:12]([O:14][C:15](=[O:20])/[C:16](/[N:17]=[N+:18]=[N-:19])=[CH:6]/[C:5]1[CH:8]=[CH:9][C:10]([CH3:11])=[C:3]([F:2])[CH:4]=1)[CH3:13]. The yield is 0.542. (2) The reactants are [Br:1][C:2]1[CH:3]=[C:4]2[C:9](=[CH:10][CH:11]=1)[C:8]([OH:12])=[N:7][CH:6]=[CH:5]2.[CH2:13](Br)[CH2:14][C:15]1[CH:20]=[CH:19][CH:18]=[CH:17][CH:16]=1.[OH-].[Na+]. The catalyst is [Br-].C([N+](CCCC)(CCCC)CCCC)CCC.C1(C)C=CC=CC=1.CC(OC)(C)C. The product is [Br:1][C:2]1[CH:3]=[C:4]2[C:9](=[CH:10][CH:11]=1)[C:8](=[O:12])[N:7]([CH2:13][CH2:14][C:15]1[CH:20]=[CH:19][CH:18]=[CH:17][CH:16]=1)[CH:6]=[CH:5]2. The yield is 0.510. (3) The reactants are C(OC([N:8]1[CH2:13][CH2:12][CH:11]([C:14]2[CH:19]=[CH:18][C:17]([NH:20][C:21]([C:23]3[N:27]=[C:26]([Cl:28])[N:25](COCC[Si](C)(C)C)[N:24]=3)=[O:22])=[C:16]([C:37]3[CH2:42][CH2:41][CH2:40][CH2:39][CH:38]=3)[CH:15]=2)[CH2:10][CH2:9]1)=O)(C)(C)C.CCO.[C:46]([OH:52])([C:48]([F:51])([F:50])[F:49])=[O:47]. The catalyst is C(Cl)Cl. The product is [F:49][C:48]([F:51])([F:50])[C:46]([OH:52])=[O:47].[C:37]1([C:16]2[CH:15]=[C:14]([CH:11]3[CH2:10][CH2:9][NH:8][CH2:13][CH2:12]3)[CH:19]=[CH:18][C:17]=2[NH:20][C:21]([C:23]2[N:27]=[C:26]([Cl:28])[NH:25][N:24]=2)=[O:22])[CH2:42][CH2:41][CH2:40][CH2:39][CH:38]=1. The yield is 0.580. (4) The reactants are [CH:1]1([NH:6][CH2:7][C:8]([OH:15])([CH3:14])[C:9]([O:11][CH2:12][CH3:13])=[O:10])[CH2:5][CH2:4][CH2:3][CH2:2]1.[CH2:16](Br)[C:17]1[CH:22]=[CH:21][CH:20]=[CH:19][CH:18]=1.C([O-])([O-])=O.[K+].[K+].CCOC(C)=O. The catalyst is C(#N)C. The product is [CH2:16]([N:6]([CH:1]1[CH2:2][CH2:3][CH2:4][CH2:5]1)[CH2:7][C:8]([OH:15])([CH3:14])[C:9]([O:11][CH2:12][CH3:13])=[O:10])[C:17]1[CH:22]=[CH:21][CH:20]=[CH:19][CH:18]=1. The yield is 0.770. (5) The reactants are [C:1]([O:4][C:5]1[CH:10]=[CH:9][C:8]([OH:11])=[CH:7][C:6]=1[C:12]([CH3:15])([CH3:14])[CH3:13])(=[O:3])[CH3:2].C1N2CN3CN(C2)CN1C3.O.FC(F)(F)[C:29](O)=[O:30]. No catalyst specified. The product is [C:1]([O:4][C:5]1[C:6]([C:12]([CH3:15])([CH3:14])[CH3:13])=[CH:7][C:8]([OH:11])=[C:9]([CH:10]=1)[CH:29]=[O:30])(=[O:3])[CH3:2]. The yield is 0.520. (6) The reactants are Cl.[CH2:2]([NH2:4])[CH3:3].C([Li])CCC.[CH3:10][N:11]1[C@H:15]([CH2:16][O:17][C:18]([C:31]2[CH:36]=[CH:35][CH:34]=[CH:33][CH:32]=2)([C:25]2[CH:30]=[CH:29][CH:28]=[CH:27][CH:26]=2)[C:19]2[CH:24]=[CH:23][CH:22]=[CH:21][CH:20]=2)[CH2:14][CH2:13][C:12]1=[O:37].[Cl-].[NH4+].OS([O-])(=O)=O.[K+]. The catalyst is C1COCC1. The product is [CH2:2]([NH:4][C:12](=[O:37])[CH2:13][CH2:14][C@H:15]([NH:11][CH3:10])[CH2:16][O:17][C:18]([C:31]1[CH:36]=[CH:35][CH:34]=[CH:33][CH:32]=1)([C:19]1[CH:20]=[CH:21][CH:22]=[CH:23][CH:24]=1)[C:25]1[CH:30]=[CH:29][CH:28]=[CH:27][CH:26]=1)[CH3:3]. The yield is 0.790.